From a dataset of Forward reaction prediction with 1.9M reactions from USPTO patents (1976-2016). Predict the product of the given reaction. Given the reactants [CH3:1][O:2][CH2:3][C:4]([Cl:6])=[O:5].Cl.[C:8]([N:11]1[C:15]2[CH:16]=[CH:17][C:18]([Cl:20])=[CH:19][C:14]=2[S:13][CH:12]1[C:21]1[CH:26]=[C:25]([O:27][CH3:28])[CH:24]=[CH:23][C:22]=1[O:29][CH2:30][CH2:31][CH2:32][N:33]([CH2:37][CH2:38][OH:39])[CH:34]([CH3:36])[CH3:35])(=[O:10])[CH3:9].C(N(CC)CC)C.O, predict the reaction product. The product is: [ClH:6].[C:8]([N:11]1[C:15]2[CH:16]=[CH:17][C:18]([Cl:20])=[CH:19][C:14]=2[S:13][CH:12]1[C:21]1[CH:26]=[C:25]([O:27][CH3:28])[CH:24]=[CH:23][C:22]=1[O:29][CH2:30][CH2:31][CH2:32][N:33]([CH:34]([CH3:35])[CH3:36])[CH2:37][CH2:38][O:39][C:4](=[O:5])[CH2:3][O:2][CH3:1])(=[O:10])[CH3:9].